Task: Predict the reactants needed to synthesize the given product.. Dataset: Full USPTO retrosynthesis dataset with 1.9M reactions from patents (1976-2016) (1) Given the product [CH3:54][O:53][C:51](=[O:52])[NH:50][C@H:46]([C:45]([N:41]1[CH2:42][CH2:43][CH2:44][C@H:40]1[C:37]1[NH:38][CH:39]=[C:35]([C:32]2[CH:31]=[CH:30][C:29]([C:26]3[CH:27]=[CH:28][C:23]([C:21](=[O:22])[NH:20][C:17]4[CH:16]=[CH:15][C:14]([N:11]5[CH2:10][CH2:9][NH:8][CH2:13][CH2:12]5)=[CH:19][CH:18]=4)=[CH:24][CH:25]=3)=[CH:34][CH:33]=2)[N:36]=1)=[O:55])[CH:47]([CH3:49])[CH3:48], predict the reactants needed to synthesize it. The reactants are: C(OC([N:8]1[CH2:13][CH2:12][N:11]([C:14]2[CH:19]=[CH:18][C:17]([NH:20][C:21]([C:23]3[CH:28]=[CH:27][C:26]([C:29]4[CH:34]=[CH:33][C:32]([C:35]5[N:36]=[C:37]([C@@H:40]6[CH2:44][CH2:43][CH2:42][N:41]6[C:45](=[O:55])[C@@H:46]([NH:50][C:51]([O:53][CH3:54])=[O:52])[CH:47]([CH3:49])[CH3:48])[NH:38][CH:39]=5)=[CH:31][CH:30]=4)=[CH:25][CH:24]=3)=[O:22])=[CH:16][CH:15]=2)[CH2:10][CH2:9]1)=O)(C)(C)C.ClCCl.FC(F)(F)C(O)=O. (2) Given the product [F:14][C:15]1[CH:33]=[CH:32][CH:31]=[CH:30][C:16]=1[CH2:17][N:18]1[C:22]2[CH2:23][CH2:24][CH2:25][C:21]=2[C:20]([C:26]2[N:27]=[N:28][C:7]([C:2]([CH3:13])([CH3:1])[C:3]([O:5][CH3:6])=[O:4])=[C:8]([OH:9])[N:29]=2)=[N:19]1, predict the reactants needed to synthesize it. The reactants are: [CH3:1][C:2]([CH3:13])([C:7](=O)[C:8](OC)=[O:9])[C:3]([O:5][CH3:6])=[O:4].[F:14][C:15]1[CH:33]=[CH:32][CH:31]=[CH:30][C:16]=1[CH2:17][N:18]1[C:22]2[CH2:23][CH2:24][CH2:25][C:21]=2[C:20]([C:26](=[NH:29])[NH:27][NH2:28])=[N:19]1.